Dataset: Peptide-MHC class I binding affinity with 185,985 pairs from IEDB/IMGT. Task: Regression. Given a peptide amino acid sequence and an MHC pseudo amino acid sequence, predict their binding affinity value. This is MHC class I binding data. (1) The peptide sequence is FAFRDLCIV. The MHC is HLA-A02:01 with pseudo-sequence HLA-A02:01. The binding affinity (normalized) is 0.559. (2) The peptide sequence is AQPAPQAPY. The MHC is HLA-B53:01 with pseudo-sequence HLA-B53:01. The binding affinity (normalized) is 0.213.